Dataset: Reaction yield outcomes from USPTO patents with 853,638 reactions. Task: Predict the reaction yield, written as a fraction of the theoretical maximum amount of product (1.0 means a 100% yield; for example, 0.34 means a 34% yield). (1) The product is [C:1]([C:5]1[N:10]=[C:9]([N:11]2[CH2:16][CH2:15][N:14]([CH2:17][CH2:18][CH2:19][CH2:20][NH:21][C:31]([N:49]3[CH2:50][CH2:51][N:46]([C:41]4[CH:42]=[CH:43][C:44]([Cl:45])=[C:39]([Cl:38])[CH:40]=4)[CH2:47][CH2:48]3)=[O:32])[CH2:13][CH2:12]2)[CH:8]=[C:7]([C:22]([F:24])([F:25])[F:23])[N:6]=1)([CH3:4])([CH3:2])[CH3:3]. The catalyst is C(Cl)(Cl)Cl.CO. The yield is 0.360. The reactants are [C:1]([C:5]1[N:10]=[C:9]([N:11]2[CH2:16][CH2:15][N:14]([CH2:17][CH2:18][CH2:19][CH2:20][NH2:21])[CH2:13][CH2:12]2)[CH:8]=[C:7]([C:22]([F:25])([F:24])[F:23])[N:6]=1)([CH3:4])([CH3:3])[CH3:2].C1N=CN([C:31](N2C=NC=C2)=[O:32])C=1.[Cl:38][C:39]1[CH:40]=[C:41]([N:46]2[CH2:51][CH2:50][NH:49][CH2:48][CH2:47]2)[CH:42]=[CH:43][C:44]=1[Cl:45]. (2) The reactants are [CH:1](=O)[C:2]1[CH:9]=[CH:8][C:5]([CH:6]=[O:7])=[CH:4][CH:3]=1.[CH3:11][C:12]1[CH:13]=[C:14]([OH:19])[C:15](=[CH:17][CH:18]=1)[OH:16].[OH2:20].C1(C)C=CC(S(O)(=O)=[O:28])=CC=1.[C:32]1(C)[C:33]([CH3:38])=[CH:34][CH:35]=[CH:36][CH:37]=1. No catalyst specified. The product is [OH:20][C:36]1[C:35]([OH:28])=[CH:34][C:33]([CH3:38])=[CH:32][C:37]=1[C:4]1[C:3]([C:17]2[CH:18]=[C:12]([CH3:11])[CH:13]=[C:14]([OH:19])[C:15]=2[OH:16])=[C:2]([CH3:1])[CH:9]=[CH:8][C:5]=1[CH:6]=[O:7]. The yield is 0.810.